Dataset: Catalyst prediction with 721,799 reactions and 888 catalyst types from USPTO. Task: Predict which catalyst facilitates the given reaction. (1) Reactant: [F:1][C:2]1[CH:3]=[CH:4][C:5]([CH3:13])=[C:6]2[C:11]=1[CH:10]=[N:9][C:8]([OH:12])=[CH:7]2.C(N(CC)CC)C.[F:21][C:22]([F:35])([F:34])[S:23](O[S:23]([C:22]([F:35])([F:34])[F:21])(=[O:25])=[O:24])(=[O:25])=[O:24]. Product: [F:1][C:2]1[CH:3]=[CH:4][C:5]([CH3:13])=[C:6]2[C:11]=1[CH:10]=[N:9][C:8]([O:12][S:23]([C:22]([F:35])([F:34])[F:21])(=[O:25])=[O:24])=[CH:7]2. The catalyst class is: 2. (2) Reactant: [CH2:1]([C:3]1[CH:18]=[C:17]([N+:19]([O-])=O)[CH:16]=[CH:15][C:4]=1[O:5][CH2:6][CH2:7][O:8][CH:9]1[CH2:14][CH2:13][CH2:12][CH2:11][O:10]1)[CH3:2].[H][H]. Product: [CH2:1]([C:3]1[CH:18]=[C:17]([CH:16]=[CH:15][C:4]=1[O:5][CH2:6][CH2:7][O:8][CH:9]1[CH2:14][CH2:13][CH2:12][CH2:11][O:10]1)[NH2:19])[CH3:2]. The catalyst class is: 19. (3) Reactant: C([O:8][C:9]1[C:18](=[O:19])[C:17]2[C:12](=[CH:13][C:14]([CH2:20][CH2:21][CH2:22][CH2:23][CH2:24][CH2:25][CH2:26][CH2:27][CH2:28][CH2:29][CH2:30][CH2:31][CH2:32][CH2:33][CH2:34][CH2:35][CH2:36][CH3:37])=[CH:15][CH:16]=2)[O:11][C:10]=1[C:38]1[CH:43]=[C:42]([O:44]C)[C:41]([O:46]CC2C=CC=CC=2)=[C:40]([O:54]C)[CH:39]=1)C1C=CC=CC=1.B(Br)(Br)Br.CO.O. Product: [OH:8][C:9]1[C:18](=[O:19])[C:17]2[C:12](=[CH:13][C:14]([CH2:20][CH2:21][CH2:22][CH2:23][CH2:24][CH2:25][CH2:26][CH2:27][CH2:28][CH2:29][CH2:30][CH2:31][CH2:32][CH2:33][CH2:34][CH2:35][CH2:36][CH3:37])=[CH:15][CH:16]=2)[O:11][C:10]=1[C:38]1[CH:43]=[C:42]([OH:44])[C:41]([OH:46])=[C:40]([OH:54])[CH:39]=1. The catalyst class is: 4. (4) Reactant: [CH2:1]([O:3][C:4]([N:6]1[C:15]2[C:10](=[N:11][C:12]([O:16][CH3:17])=[CH:13][CH:14]=2)[C@@H:9]([NH:18][C:19]2[N:24]=[C:23]([CH2:25][C:26]3[CH:31]=[C:30]([C:32]([F:35])([F:34])[F:33])[CH:29]=[C:28]([C:36]([F:39])([F:38])[F:37])[CH:27]=3)[C:22]([NH:40][C:41](=[O:51])[CH2:42][O:43][CH2:44][CH2:45]OS(C)(=O)=O)=[CH:21][N:20]=2)[CH2:8][C@H:7]1[CH2:52][CH3:53])=[O:5])[CH3:2].CC(C)([O-])C.[Na+].[Cl-].[NH4+]. Product: [CH2:1]([O:3][C:4]([N:6]1[C:15]2[C:10](=[N:11][C:12]([O:16][CH3:17])=[CH:13][CH:14]=2)[C@@H:9]([NH:18][C:19]2[N:24]=[C:23]([CH2:25][C:26]3[CH:31]=[C:30]([C:32]([F:34])([F:35])[F:33])[CH:29]=[C:28]([C:36]([F:39])([F:38])[F:37])[CH:27]=3)[C:22]([N:40]3[CH2:45][CH2:44][O:43][CH2:42][C:41]3=[O:51])=[CH:21][N:20]=2)[CH2:8][C@H:7]1[CH2:52][CH3:53])=[O:5])[CH3:2]. The catalyst class is: 7. (5) Reactant: [CH:1]1[C:14]2[NH:13][C:12]3[C:7](=[CH:8][CH:9]=[CH:10][CH:11]=3)[S:6][C:5]=2[CH:4]=[CH:3][C:2]=1[C:15]([NH2:17])=O.COC1C=CC(P2(SP(C3C=CC(OC)=CC=3)(=S)S2)=[S:27])=CC=1.N1C=CC=CC=1. Product: [CH:1]1[C:14]2[NH:13][C:12]3[C:7](=[CH:8][CH:9]=[CH:10][CH:11]=3)[S:6][C:5]=2[CH:4]=[CH:3][C:2]=1[C:15](=[S:27])[NH2:17]. The catalyst class is: 12. (6) Reactant: [C:1]1([S:7]([NH:10][C@H:11]([CH2:15][C:16]#[CH:17])[C:12]([OH:14])=O)(=[O:9])=[O:8])[CH:6]=[CH:5][CH:4]=[CH:3][CH:2]=1.C1C=CC2N(O)N=NC=2C=1.CCN(C(C)C)C(C)C.[CH3:37][O:38][CH:39]([O:42][CH3:43])[CH2:40][NH2:41].CCN=C=NCCCN(C)C. Product: [CH3:37][O:38][CH:39]([O:42][CH3:43])[CH2:40][NH:41][C:12](=[O:14])[C@H:11]([NH:10][S:7]([C:1]1[CH:2]=[CH:3][CH:4]=[CH:5][CH:6]=1)(=[O:8])=[O:9])[CH2:15][C:16]#[CH:17]. The catalyst class is: 3. (7) Reactant: [C:1]([C:3]1[CH:4]=[C:5]2[C:9](=[CH:10][C:11]=1[O:12][CH3:13])[N:8]([CH2:14][CH2:15][CH2:16][C:17]([O:19][CH2:20][CH3:21])=[O:18])[N:7]=[CH:6]2)#[N:2].Cl.[NH2:23][OH:24].C(=O)(O)[O-].[Na+]. Product: [OH:24][NH:23][C:1](=[NH:2])[C:3]1[CH:4]=[C:5]2[C:9](=[CH:10][C:11]=1[O:12][CH3:13])[N:8]([CH2:14][CH2:15][CH2:16][C:17]([O:19][CH2:20][CH3:21])=[O:18])[N:7]=[CH:6]2. The catalyst class is: 8. (8) Reactant: [NH2:1][C:2]1[CH:3]=[CH:4][CH:5]=[C:6]2[C:11]=1[CH2:10][C@H:9]([OH:12])[CH2:8][CH2:7]2.Cl.CN(C)CCCN=C=NCC.O.ON1C2C=CC=CC=2N=N1.[F:36][C:37]([F:49])([F:48])[O:38][C:39]1[CH:47]=[CH:46][C:42]([C:43](O)=[O:44])=[CH:41][CH:40]=1. Product: [OH:12][C@H:9]1[CH2:10][C:11]2[C:2]([NH:1][C:43](=[O:44])[C:42]3[CH:46]=[CH:47][C:39]([O:38][C:37]([F:36])([F:48])[F:49])=[CH:40][CH:41]=3)=[CH:3][CH:4]=[CH:5][C:6]=2[CH2:7][CH2:8]1. The catalyst class is: 9. (9) Reactant: [NH2:1][C:2]1[CH:3]=[C:4]([CH:9]=[CH:10][N:11]=1)[C:5]([O:7][CH3:8])=[O:6].[CH3:12][N:13](C(OC)OC)C.CO. Product: [CH3:8][O:7][C:5]([C:4]1[CH:9]=[CH:10][N:11]2[N:13]=[CH:12][N:1]=[C:2]2[CH:3]=1)=[O:6]. The catalyst class is: 3. (10) Reactant: [Br:1][C:2]1[CH:7]=[CH:6][C:5]([OH:8])=[CH:4][C:3]=1[OH:9].C(=O)([O-])[O-].[K+].[K+].I[CH:17]([CH3:19])[CH3:18]. Product: [Br:1][C:2]1[CH:7]=[CH:6][C:5]([OH:8])=[CH:4][C:3]=1[O:9][CH:17]([CH3:19])[CH3:18]. The catalyst class is: 883.